Dataset: Reaction yield outcomes from USPTO patents with 853,638 reactions. Task: Predict the reaction yield, written as a fraction of the theoretical maximum amount of product (1.0 means a 100% yield; for example, 0.34 means a 34% yield). (1) The reactants are C1CO[C:8]2[CH:7]=[CH:6][C:5]([NH:11][C:12]3[C:17]([F:18])=[CH:16][N:15]=[C:14]([NH:19][C:20]4[CH:25]=[CH:24][CH:23]=[C:22](O)C=4)[N:13]=3)=[CH:4][C:3]=2[O:2]1.Cl[C:28]1N=C(NC2C=CC=C(O)C=2)C(F)=C[N:29]=1.N1C=CC=C(CN)C=1. No catalyst specified. The product is [F:18][C:17]1[C:12]([NH:11][C:5]2[CH:6]=[CH:7][CH:8]=[C:3]([OH:2])[CH:4]=2)=[N:13][C:14]([NH:19][CH2:20][C:25]2[CH:28]=[N:29][CH:22]=[CH:23][CH:24]=2)=[N:15][CH:16]=1. The yield is 0.620. (2) The reactants are [Cl:1][C:2]1[CH:7]=[CH:6][C:5]([S:8]([C:18]2[CH:23]=[CH:22][C:21]([Cl:24])=[CH:20][CH:19]=2)([CH3:17])[CH2:9][CH:10]([OH:16])[CH2:11][C:12]([F:15])([F:14])[F:13])=[CH:4][CH:3]=1.[Cr](O[Cr]([O-])(=O)=O)([O-])(=O)=O.[NH+]1C=CC=CC=1.[NH+]1C=CC=CC=1. The catalyst is C(Cl)Cl. The product is [Cl:1][C:2]1[CH:3]=[CH:4][C:5]([S:8]([C:18]2[CH:19]=[CH:20][C:21]([Cl:24])=[CH:22][CH:23]=2)([CH3:17])[CH2:9][C:10](=[O:16])[CH2:11][C:12]([F:15])([F:13])[F:14])=[CH:6][CH:7]=1. The yield is 0.400. (3) The reactants are [Cl:1][C:2]1[CH:9]=[C:8]([OH:10])[C:7]([O:11][C:12]2[CH:17]=[CH:16][C:15]([Cl:18])=[CH:14][C:13]=2[Cl:19])=[CH:6][C:3]=1[C:4]#[N:5].[N-:20]=[N+:21]=[N-:22].[Na+].Cl.C(OCC)(=O)C. The catalyst is C(O)(C)C.O.[Br-].[Zn+2].[Br-]. The product is [Cl:1][C:2]1[C:3]([C:4]2[NH:22][N:21]=[N:20][N:5]=2)=[CH:6][C:7]([O:11][C:12]2[CH:17]=[CH:16][C:15]([Cl:18])=[CH:14][C:13]=2[Cl:19])=[C:8]([OH:10])[CH:9]=1. The yield is 0.830. (4) The product is [C:12]1([C:2]2[N:7]=[C:6]([C:8]([OH:10])=[O:9])[CH:5]=[CH:4][C:3]=2[F:11])[CH2:17][CH2:16][CH2:15][CH2:14][CH:13]=1. The yield is 0.610. The reactants are Br[C:2]1[N:7]=[C:6]([C:8]([OH:10])=[O:9])[CH:5]=[CH:4][C:3]=1[F:11].[C:12]1(B(O)O)[CH2:17][CH2:16][CH2:15][CH2:14][CH:13]=1. The catalyst is C1C=CC(P(C2C=CC=CC=2)[C-]2C=CC=C2)=CC=1.C1C=CC(P(C2C=CC=CC=2)[C-]2C=CC=C2)=CC=1.Cl[Pd]Cl.[Fe+2].C(Cl)Cl. (5) The reactants are [F:1][C:2]1[C:3]([CH:11]=[O:12])=[CH:4][C:5]2[O:9][CH2:8][O:7][C:6]=2[CH:10]=1.[BH4-].[Na+]. The catalyst is CO.CCOC(C)=O. The product is [F:1][C:2]1[C:3]([CH2:11][OH:12])=[CH:4][C:5]2[O:9][CH2:8][O:7][C:6]=2[CH:10]=1. The yield is 0.920. (6) The reactants are [CH3:1][S:2](Cl)(=[O:4])=[O:3].[C:6]([O:10][C:11]([NH:13][C:14]1[C:15]([NH:19][C:20]([C:22]2[CH:27]=[CH:26][C:25]([CH2:28][OH:29])=[CH:24][N:23]=2)=[O:21])=[CH:16][S:17][CH:18]=1)=[O:12])([CH3:9])([CH3:8])[CH3:7].C(N(CC)CC)C.O. The catalyst is ClCCl.C(OCC)(=O)C. The product is [C:6]([O:10][C:11]([NH:13][C:14]1[C:15]([NH:19][C:20]([C:22]2[CH:27]=[CH:26][C:25]([CH2:28][O:29][S:2]([CH3:1])(=[O:4])=[O:3])=[CH:24][N:23]=2)=[O:21])=[CH:16][S:17][CH:18]=1)=[O:12])([CH3:9])([CH3:7])[CH3:8]. The yield is 0.910.